From a dataset of Forward reaction prediction with 1.9M reactions from USPTO patents (1976-2016). Predict the product of the given reaction. (1) The product is: [CH2:16]1[C:15]2([CH2:18][CH2:19][CH:20]([CH2:23][C:24]([O:26][CH3:27])=[O:25])[CH2:21][CH2:22]2)[CH2:14][CH2:13][NH:12][CH2:17]1. Given the reactants O=S(Cl)Cl.C(OC([N:12]1[CH2:17][CH2:16][C:15]2([CH2:22][CH2:21][CH:20]([CH2:23][C:24]([OH:26])=[O:25])[CH2:19][CH2:18]2)[CH2:14][CH2:13]1)=O)(C)(C)C.[CH3:27]O, predict the reaction product. (2) Given the reactants [Cl:1][C:2]1[C:10]2[C:5](=[CH:6][CH:7]=[C:8]([C:11]3[N:15]=[C:14]([C:16]4[CH:21]=[CH:20][C:19]([O:22][CH:23]([CH3:25])[CH3:24])=[C:18]([Cl:26])[CH:17]=4)[O:13][N:12]=3)[CH:9]=2)[NH:4][CH:3]=1.Br[CH2:28][CH2:29][C:30]([O:32]CC)=[O:31].Cl.[OH-].[Na+:37], predict the reaction product. The product is: [Cl:1][C:2]1[C:10]2[C:5](=[CH:6][CH:7]=[C:8]([C:11]3[N:15]=[C:14]([C:16]4[CH:21]=[CH:20][C:19]([O:22][CH:23]([CH3:24])[CH3:25])=[C:18]([Cl:26])[CH:17]=4)[O:13][N:12]=3)[CH:9]=2)[N:4]([CH2:28][CH2:29][C:30]([O-:32])=[O:31])[CH:3]=1.[Na+:37]. (3) Given the reactants Cl.O.[OH:3][C:4]12[C:15]3[C:10](=[C:11]([N+:16]([O-])=O)[CH:12]=[CH:13][CH:14]=3)[C:9](=[O:19])[C:8]1([NH:20][C:21]([C:23]1[CH:24]=[C:25]3[C:31]([CH3:32])=[N:30][N:29]([CH3:33])[C:26]3=[N:27][CH:28]=1)=[O:22])[C:7]1[CH:34]=[CH:35][C:36]([CH:38]([CH3:40])[CH3:39])=[CH:37][C:6]=1[O:5]2, predict the reaction product. The product is: [NH2:16][C:11]1[CH:12]=[CH:13][CH:14]=[C:15]2[C:10]=1[C:9](=[O:19])[C:8]1([NH:20][C:21]([C:23]3[CH:24]=[C:25]4[C:31]([CH3:32])=[N:30][N:29]([CH3:33])[C:26]4=[N:27][CH:28]=3)=[O:22])[C:7]3[CH:34]=[CH:35][C:36]([CH:38]([CH3:40])[CH3:39])=[CH:37][C:6]=3[O:5][C:4]12[OH:3]. (4) Given the reactants [C:1]1([N:7]2[C:12](=[O:13])[C:11]3[S:14][CH:15]=[C:16]([C:17]4[CH:22]=[CH:21][CH:20]=[CH:19][CH:18]=4)[C:10]=3[N:9]=[CH:8]2)[CH:6]=[CH:5][CH:4]=[CH:3][CH:2]=1.N[C:24]1C(C2C=CC=CC=2)=CSC=1C(OC)=O.C(OCC)(OCC)OCC.NC1C(C)=CC=CC=1, predict the reaction product. The product is: [C:17]1([C:16]2[C:10]3[N:9]=[CH:8][N:7]([C:1]4[CH:6]=[CH:5][CH:4]=[CH:3][C:2]=4[CH3:24])[C:12](=[O:13])[C:11]=3[S:14][CH:15]=2)[CH:18]=[CH:19][CH:20]=[CH:21][CH:22]=1. (5) The product is: [F:23][C:24]1[CH:29]=[C:28]([C:2]2[CH:3]=[C:4]([CH:20]=[CH:21][CH:22]=2)[CH2:5][C:6]2[CH:19]=[C:9]3[NH:10][C:11](=[O:18])[C:12]4[C:17]([N:8]3[N:7]=2)=[CH:16][CH:15]=[CH:14][CH:13]=4)[CH:27]=[CH:26][N:25]=1. Given the reactants Br[C:2]1[CH:3]=[C:4]([CH:20]=[CH:21][CH:22]=1)[CH2:5][C:6]1[CH:19]=[C:9]2[NH:10][C:11](=[O:18])[C:12]3[C:17]([N:8]2[N:7]=1)=[CH:16][CH:15]=[CH:14][CH:13]=3.[F:23][C:24]1[CH:29]=[C:28]([Sn](CCCC)(CCCC)CCCC)[CH:27]=[CH:26][N:25]=1.C1(C)C=CC=CC=1P(C1C=CC=CC=1C)C1C=CC=CC=1C, predict the reaction product. (6) Given the reactants [C:1]([O:5][C:6]([N:8]1[CH2:13][CH2:12][CH:11]([NH:14][C:15]2[CH:20]=[CH:19][C:18]([F:21])=[CH:17][CH:16]=2)[CH2:10][CH2:9]1)=[O:7])([CH3:4])([CH3:3])[CH3:2].Cl[CH2:23][C:24]1[CH:25]=[C:26]([C:30]2[CH:35]=[C:34]([O:36][CH3:37])[C:33]([O:38][CH3:39])=[C:32]([O:40][CH3:41])[CH:31]=2)[CH:27]=[N:28][CH:29]=1, predict the reaction product. The product is: [C:1]([O:5][C:6]([N:8]1[CH2:13][CH2:12][CH:11]([N:14]([C:15]2[CH:20]=[CH:19][C:18]([F:21])=[CH:17][CH:16]=2)[CH2:23][C:24]2[CH:25]=[C:26]([C:30]3[CH:35]=[C:34]([O:36][CH3:37])[C:33]([O:38][CH3:39])=[C:32]([O:40][CH3:41])[CH:31]=3)[CH:27]=[N:28][CH:29]=2)[CH2:10][CH2:9]1)=[O:7])([CH3:4])([CH3:2])[CH3:3].